Dataset: NCI-60 drug combinations with 297,098 pairs across 59 cell lines. Task: Regression. Given two drug SMILES strings and cell line genomic features, predict the synergy score measuring deviation from expected non-interaction effect. (1) Drug 1: CC1=C2C(C(=O)C3(C(CC4C(C3C(C(C2(C)C)(CC1OC(=O)C(C(C5=CC=CC=C5)NC(=O)C6=CC=CC=C6)O)O)OC(=O)C7=CC=CC=C7)(CO4)OC(=O)C)O)C)OC(=O)C. Drug 2: C(CCl)NC(=O)N(CCCl)N=O. Cell line: U251. Synergy scores: CSS=47.3, Synergy_ZIP=-6.03, Synergy_Bliss=-8.43, Synergy_Loewe=-8.82, Synergy_HSA=-4.89. (2) Cell line: NCI-H226. Drug 2: COC1=C2C(=CC3=C1OC=C3)C=CC(=O)O2. Drug 1: CC1CCC2CC(C(=CC=CC=CC(CC(C(=O)C(C(C(=CC(C(=O)CC(OC(=O)C3CCCCN3C(=O)C(=O)C1(O2)O)C(C)CC4CCC(C(C4)OC)OCCO)C)C)O)OC)C)C)C)OC. Synergy scores: CSS=-0.662, Synergy_ZIP=-0.368, Synergy_Bliss=-0.480, Synergy_Loewe=-4.40, Synergy_HSA=-2.01. (3) Drug 1: CC1=C(C(=CC=C1)Cl)NC(=O)C2=CN=C(S2)NC3=CC(=NC(=N3)C)N4CCN(CC4)CCO. Drug 2: CC12CCC3C(C1CCC2O)C(CC4=C3C=CC(=C4)O)CCCCCCCCCS(=O)CCCC(C(F)(F)F)(F)F. Cell line: DU-145. Synergy scores: CSS=1.70, Synergy_ZIP=0.214, Synergy_Bliss=0.542, Synergy_Loewe=2.05, Synergy_HSA=-0.733. (4) Drug 1: C1=NC2=C(N1)C(=S)N=CN2. Drug 2: COC1=C2C(=CC3=C1OC=C3)C=CC(=O)O2. Cell line: HOP-62. Synergy scores: CSS=12.5, Synergy_ZIP=-0.652, Synergy_Bliss=-0.440, Synergy_Loewe=-8.99, Synergy_HSA=-2.76. (5) Drug 1: C1=CC(=CC=C1CCC2=CNC3=C2C(=O)NC(=N3)N)C(=O)NC(CCC(=O)O)C(=O)O. Drug 2: CC(C)CN1C=NC2=C1C3=CC=CC=C3N=C2N. Cell line: LOX IMVI. Synergy scores: CSS=47.3, Synergy_ZIP=4.11, Synergy_Bliss=1.81, Synergy_Loewe=-15.9, Synergy_HSA=1.81. (6) Drug 1: C1=NC2=C(N1)C(=S)N=CN2. Drug 2: C1CN(CCN1C(=O)CCBr)C(=O)CCBr. Cell line: ACHN. Synergy scores: CSS=63.0, Synergy_ZIP=-6.53, Synergy_Bliss=-3.72, Synergy_Loewe=-2.25, Synergy_HSA=-0.495.